This data is from Peptide-MHC class I binding affinity with 185,985 pairs from IEDB/IMGT. The task is: Regression. Given a peptide amino acid sequence and an MHC pseudo amino acid sequence, predict their binding affinity value. This is MHC class I binding data. The peptide sequence is RGRIGRTYL. The MHC is HLA-B18:01 with pseudo-sequence HLA-B18:01. The binding affinity (normalized) is 0.0847.